From a dataset of Peptide-MHC class II binding affinity with 134,281 pairs from IEDB. Regression. Given a peptide amino acid sequence and an MHC pseudo amino acid sequence, predict their binding affinity value. This is MHC class II binding data. (1) The peptide sequence is GGSILQTNFKSLSSTEF. The MHC is DRB5_0101 with pseudo-sequence DRB5_0101. The binding affinity (normalized) is 0.525. (2) The peptide sequence is KEVEEAWASACGGTG. The MHC is HLA-DPA10201-DPB10101 with pseudo-sequence HLA-DPA10201-DPB10101. The binding affinity (normalized) is 0.126. (3) The peptide sequence is AAATAGTTVYGACAA. The MHC is HLA-DQA10401-DQB10402 with pseudo-sequence HLA-DQA10401-DQB10402. The binding affinity (normalized) is 0.392. (4) The peptide sequence is PSLIKTLQSRMSKNF. The MHC is DRB1_1302 with pseudo-sequence DRB1_1302. The binding affinity (normalized) is 0.275. (5) The peptide sequence is AAATAGTTVYGDFAA. The MHC is HLA-DPA10103-DPB10401 with pseudo-sequence HLA-DPA10103-DPB10401. The binding affinity (normalized) is 0. (6) The peptide sequence is HGRQIRMAKLLGRDP. The MHC is DRB1_0901 with pseudo-sequence DRB1_0901. The binding affinity (normalized) is 0.400.